Dataset: hERG Central: cardiac toxicity at 1µM, 10µM, and general inhibition. Task: Predict hERG channel inhibition at various concentrations. (1) The drug is O=C(NCCCn1ccnc1)/C(=C\c1cccs1)NC(=O)c1ccccc1. Results: hERG_inhib (hERG inhibition (general)): blocker. (2) The molecule is Cc1ccc(-n2nc3c(N4CCC(C(=O)N5CCCCCC5)CC4)nnc(C)c3c2C)cc1. Results: hERG_inhib (hERG inhibition (general)): blocker. (3) The molecule is Cc1cc(C(=O)OCC(=O)N2CCN(C(=O)c3ccco3)CC2)c(C)n1-c1ccc(F)cc1. Results: hERG_inhib (hERG inhibition (general)): blocker. (4) The compound is CCN(CC)CCN(CC(=O)N(C1CCCCC1)C1CCCCC1)C(=O)c1cccnc1.Cl.O. Results: hERG_inhib (hERG inhibition (general)): blocker. (5) The compound is Br.COc1ccc(CNCc2ccc(F)cc2)c(OC)c1. Results: hERG_inhib (hERG inhibition (general)): blocker. (6) Results: hERG_inhib (hERG inhibition (general)): blocker. The compound is O=S(=O)(NCCCSc1ccccc1)c1ccccc1F. (7) The compound is CCN(Cc1ccccc1)S(=O)(=O)c1ccc(C(=O)N(CCCN(C)C)c2nc3c(F)cccc3s2)cc1.Cl. Results: hERG_inhib (hERG inhibition (general)): blocker. (8) The molecule is Cc1c(CN(C)C(=O)/C=C/c2ccc([N+](=O)[O-])cc2)cnn1C. Results: hERG_inhib (hERG inhibition (general)): blocker. (9) The compound is CCCCC1(c2ccc(F)cc2)NC(=O)N(CC(=O)N2CCN(C(=O)c3ccco3)CC2)C1=O. Results: hERG_inhib (hERG inhibition (general)): blocker. (10) The molecule is CCc1ccc(NC(=O)C(=O)NCCN2CCN(Cc3ccc([N+](=O)[O-])cc3)CC2)cc1. Results: hERG_inhib (hERG inhibition (general)): blocker.